This data is from Full USPTO retrosynthesis dataset with 1.9M reactions from patents (1976-2016). The task is: Predict the reactants needed to synthesize the given product. (1) Given the product [F:1][C:2]1[CH:3]=[C:4]2[C:8](=[CH:9][CH:10]=1)[N:7]([CH2:14][C:15]([O:17][CH3:18])=[O:16])[C:6]([CH3:11])=[C:5]2[I:12], predict the reactants needed to synthesize it. The reactants are: [F:1][C:2]1[CH:3]=[C:4]2[C:8](=[CH:9][CH:10]=1)[NH:7][C:6]([CH3:11])=[C:5]2[I:12].Br[CH2:14][C:15]([O:17][CH3:18])=[O:16].C(=O)([O-])[O-].[K+].[K+].O. (2) Given the product [Br:1][C:2]1[C:10]2[C:9]([O:19][C@H:20]([CH2:26][C:27]3[CH:32]=[CH:31][CH:30]=[CH:29][C:28]=3[O:33][CH2:34][C@H:35]3[CH2:39][CH2:38][CH2:37][O:36]3)[C:21]([O:23][CH2:24][CH3:25])=[O:22])=[N:8][CH:7]=[N:6][C:5]=2[S:4][C:3]=1[C:12]1[CH:17]=[CH:16][C:15]([F:18])=[CH:14][CH:13]=1, predict the reactants needed to synthesize it. The reactants are: [Br:1][C:2]1[C:10]2[C:9](Cl)=[N:8][CH:7]=[N:6][C:5]=2[S:4][C:3]=1[C:12]1[CH:17]=[CH:16][C:15]([F:18])=[CH:14][CH:13]=1.[OH:19][C@H:20]([CH2:26][C:27]1[CH:32]=[CH:31][CH:30]=[CH:29][C:28]=1[O:33][CH2:34][C@H:35]1[CH2:39][CH2:38][CH2:37][O:36]1)[C:21]([O:23][CH2:24][CH3:25])=[O:22].C([O-])([O-])=O.[Cs+].[Cs+].Cl. (3) Given the product [CH3:61][N:62]([CH3:66])[C:63]([O:1][C:2]1[CH:3]=[CH:4][C:5]([C:8]2[C:17]3[C:12](=[CH:13][CH:14]=[C:15]([C:18]([O:20][CH2:21][CH2:22][Si:23]([CH3:26])([CH3:25])[CH3:24])=[O:19])[CH:16]=3)[CH:11]=[N:10][CH:9]=2)=[CH:6][CH:7]=1)=[O:64], predict the reactants needed to synthesize it. The reactants are: [OH:1][C:2]1[CH:7]=[CH:6][C:5]([C:8]2[C:17]3[C:12](=[CH:13][CH:14]=[C:15]([C:18]([O:20][CH2:21][CH2:22][Si:23]([CH3:26])([CH3:25])[CH3:24])=[O:19])[CH:16]=3)[CH:11]=[N:10][CH:9]=2)=[CH:4][CH:3]=1.FC(F)(F)S(OC1C2C(=CC=C(C(OCC[Si](C)(C)C)=O)C=2)C=NC=1)(=O)=O.C(N(CC)CC)C.[CH3:61][N:62]([CH3:66])[C:63](Cl)=[O:64]. (4) Given the product [N:16]([CH2:2][C:3]1[N:4]=[N:5][C:6]([C:9]2[C:10]([Cl:15])=[N:11][CH:12]=[CH:13][CH:14]=2)=[CH:7][CH:8]=1)=[N+:17]=[N-:18], predict the reactants needed to synthesize it. The reactants are: Cl[CH2:2][C:3]1[N:4]=[N:5][C:6]([C:9]2[C:10]([Cl:15])=[N:11][CH:12]=[CH:13][CH:14]=2)=[CH:7][CH:8]=1.[N-:16]=[N+:17]=[N-:18].[Na+]. (5) Given the product [OH:1][C:2]1[C:7]([C:8]([NH:10][C:11]([C:14]2[CH:15]=[CH:16][C:17]([C:20]3[CH:21]=[CH:22][C:23]([P:26](=[O:27])([OH:30])[OH:33])=[CH:24][CH:25]=3)=[N:18][CH:19]=2)([CH3:13])[CH3:12])=[O:9])=[CH:6][N:5]=[C:4]([C:34]2[N:35]=[N:36][CH:37]=[CH:38][CH:39]=2)[N:3]=1, predict the reactants needed to synthesize it. The reactants are: [OH:1][C:2]1[C:7]([C:8]([NH:10][C:11]([C:14]2[CH:15]=[CH:16][C:17]([C:20]3[CH:25]=[CH:24][C:23]([P:26](=[O:33])([O:30]CC)[O:27]CC)=[CH:22][CH:21]=3)=[N:18][CH:19]=2)([CH3:13])[CH3:12])=[O:9])=[CH:6][N:5]=[C:4]([C:34]2[N:35]=[N:36][CH:37]=[CH:38][CH:39]=2)[N:3]=1.C[Si](Br)(C)C. (6) The reactants are: [CH:1]1[CH:2]=[CH:3][C:4]([O:7][C:8]2[C:9]([N:21]3[CH2:25][CH2:24][CH2:23][CH2:22]3)=[CH:10][C:11]([C:18]([OH:20])=[O:19])=[CH:12][C:13]=2[S:14]([NH2:17])(=[O:16])=[O:15])=[CH:5][CH:6]=1.S(Cl)(Cl)=O.[CH3:30]O. Given the product [NH2:17][S:14]([C:13]1[CH:12]=[C:11]([CH:10]=[C:9]([N:21]2[CH2:22][CH2:23][CH2:24][CH2:25]2)[C:8]=1[O:7][C:4]1[CH:5]=[CH:6][CH:1]=[CH:2][CH:3]=1)[C:18]([O:20][CH3:30])=[O:19])(=[O:16])=[O:15], predict the reactants needed to synthesize it. (7) Given the product [CH2:1]([O:8][C:9]1[C:10]([NH:15][C:16]2[S:17][CH:27]=[C:28]([CH3:29])[N:18]=2)=[N:11][CH:12]=[CH:13][CH:14]=1)[C:2]1[CH:3]=[CH:4][CH:5]=[CH:6][CH:7]=1, predict the reactants needed to synthesize it. The reactants are: [CH2:1]([O:8][C:9]1[C:10]([NH:15][C:16]([NH2:18])=[S:17])=[N:11][CH:12]=[CH:13][CH:14]=1)[C:2]1[CH:7]=[CH:6][CH:5]=[CH:4][CH:3]=1.C(N(CC)CC)C.Cl[CH2:27][C:28](=O)[CH3:29].CCO. (8) Given the product [N+:19]([C:10]1[CH:9]=[CH:8][C:4]([C:5]([OH:7])=[O:6])=[C:3]([C:2]([F:12])([F:13])[F:1])[CH:11]=1)([O-:21])=[O:20], predict the reactants needed to synthesize it. The reactants are: [F:1][C:2]([F:13])([F:12])[C:3]1[CH:11]=[CH:10][CH:9]=[CH:8][C:4]=1[C:5]([OH:7])=[O:6].OS(O)(=O)=O.[N+:19]([O-])([OH:21])=[O:20]. (9) The reactants are: [C:1]([O:5][C:6]([NH:8][CH2:9][C@@H:10]([CH2:14][C:15]1[CH:20]=[C:19]([Cl:21])[CH:18]=[CH:17][C:16]=1[O:22][CH3:23])[C:11](O)=[O:12])=[O:7])([CH3:4])([CH3:3])[CH3:2].C(N1C=CN=C1)([N:26]1C=CN=C1)=O.O.N. Given the product [NH2:26][C:11](=[O:12])[C@H:10]([CH2:14][C:15]1[CH:20]=[C:19]([Cl:21])[CH:18]=[CH:17][C:16]=1[O:22][CH3:23])[CH2:9][NH:8][C:6](=[O:7])[O:5][C:1]([CH3:4])([CH3:3])[CH3:2], predict the reactants needed to synthesize it.